This data is from Full USPTO retrosynthesis dataset with 1.9M reactions from patents (1976-2016). The task is: Predict the reactants needed to synthesize the given product. (1) Given the product [OH:52][CH2:51][CH2:50][N:49]([CH3:48])[C:8](=[O:40])[NH:9][C:10]1[CH:15]=[C:14]([O:16][C:17]2[CH:22]=[CH:21][C:20]([NH:23][C:24]([C:26]3[C:27](=[O:39])[N:28]([C:33]4[CH:34]=[CH:35][CH:36]=[CH:37][CH:38]=4)[N:29]([CH3:32])[C:30]=3[CH3:31])=[O:25])=[N:19][CH:18]=2)[CH:13]=[CH:12][N:11]=1, predict the reactants needed to synthesize it. The reactants are: C1(O[C:8](=[O:40])[NH:9][C:10]2[CH:15]=[C:14]([O:16][C:17]3[CH:18]=[N:19][C:20]([NH:23][C:24]([C:26]4[C:27](=[O:39])[N:28]([C:33]5[CH:38]=[CH:37][CH:36]=[CH:35][CH:34]=5)[N:29]([CH3:32])[C:30]=4[CH3:31])=[O:25])=[CH:21][CH:22]=3)[CH:13]=[CH:12][N:11]=2)C=CC=CC=1.CN1C(=O)CCC1.[CH3:48][NH:49][CH2:50][CH2:51][OH:52]. (2) Given the product [CH3:11][C:12]1[NH:13][C:14]([CH3:32])=[CH:15][C:16]=1[C:17]1[CH:22]=[CH:21][CH:20]=[C:19]([C:23]2[CH:28]=[CH:27][C:26]([O:7][CH2:6][CH2:5][N:4]([CH3:8])[CH3:3])=[C:25]([CH3:30])[C:24]=2[CH3:31])[N:18]=1, predict the reactants needed to synthesize it. The reactants are: N#N.[CH3:3][N:4]([CH3:8])[CH2:5][CH2:6][OH:7].[H-].[Na+].[CH3:11][C:12]1[NH:13][C:14]([CH3:32])=[CH:15][C:16]=1[C:17]1[CH:22]=[CH:21][CH:20]=[C:19]([C:23]2[CH:28]=[CH:27][C:26](F)=[C:25]([CH3:30])[C:24]=2[CH3:31])[N:18]=1. (3) Given the product [Cl:32][C:33]1[CH:38]=[CH:37][C:36]([S:39]([N:42]([CH2:43][C:44]2[CH:49]=[CH:48][C:47]([C:50]#[N:51])=[CH:46][CH:45]=2)[CH2:53][C:54]2[N:58]=[C:57]([C:59]([CH3:62])([CH3:61])[CH3:60])[O:56][N:55]=2)(=[O:40])=[O:41])=[CH:35][CH:34]=1, predict the reactants needed to synthesize it. The reactants are: COC1C=C(C=CC=1)CN(CC1C=CC(C(OC)=O)=CC=1)S(C1C=CC(Cl)=CC=1)(=O)=O.[Cl:32][C:33]1[CH:38]=[CH:37][C:36]([S:39]([NH:42][CH2:43][C:44]2[CH:49]=[CH:48][C:47]([C:50]#[N:51])=[CH:46][CH:45]=2)(=[O:41])=[O:40])=[CH:35][CH:34]=1.Cl[CH2:53][C:54]1[N:58]=[C:57]([C:59]([CH3:62])([CH3:61])[CH3:60])[O:56][N:55]=1. (4) Given the product [O:1]1[C:6]2[CH:7]=[CH:8][CH:9]=[C:10]([C:11]([C:13]3[N:14]=[CH:15][N:16]([C:18]([C:31]4[CH:36]=[CH:35][CH:34]=[CH:33][CH:32]=4)([C:19]4[CH:24]=[CH:23][CH:22]=[CH:21][CH:20]=4)[C:25]4[CH:26]=[CH:27][CH:28]=[CH:29][CH:30]=4)[CH:17]=3)([OH:12])[CH3:37])[C:5]=2[O:4][CH2:3][CH2:2]1, predict the reactants needed to synthesize it. The reactants are: [O:1]1[C:6]2[CH:7]=[CH:8][CH:9]=[C:10]([C:11]([C:13]3[N:14]=[CH:15][N:16]([C:18]([C:31]4[CH:36]=[CH:35][CH:34]=[CH:33][CH:32]=4)([C:25]4[CH:30]=[CH:29][CH:28]=[CH:27][CH:26]=4)[C:19]4[CH:24]=[CH:23][CH:22]=[CH:21][CH:20]=4)[CH:17]=3)=[O:12])[C:5]=2[O:4][CH2:3][CH2:2]1.[CH3:37][Mg+].[Br-]. (5) The reactants are: C([O:3][C:4]([CH:6]1[CH2:11][CH2:10][N:9]([C:12]2[CH:21]=[CH:20][C:19]3[C:14](=[CH:15][CH:16]=[C:17]([Cl:34])[C:18]=3[C:22]([NH:24][CH2:25][CH2:26][C:27]3[CH:32]=[CH:31][CH:30]=[CH:29][C:28]=3[CH3:33])=[O:23])[N:13]=2)[CH2:8][CH2:7]1)=[O:5])C.Cl. Given the product [Cl:34][C:17]1[C:18]([C:22]([NH:24][CH2:25][CH2:26][C:27]2[CH:32]=[CH:31][CH:30]=[CH:29][C:28]=2[CH3:33])=[O:23])=[C:19]2[C:14](=[CH:15][CH:16]=1)[N:13]=[C:12]([N:9]1[CH2:8][CH2:7][CH:6]([C:4]([OH:5])=[O:3])[CH2:11][CH2:10]1)[CH:21]=[CH:20]2, predict the reactants needed to synthesize it. (6) Given the product [C:31]([O:30][C:28]([C:27]1[C:26]([OH:35])=[C:25]([C:43]([F:44])([F:45])[F:46])[CH:24]=[CH:23][C:22]=1[CH2:21][O:1][C:2]1[CH:3]=[CH:4][C:5]([C:8]2[CH:9]=[CH:10][C:11]([C:14]([OH:16])=[O:15])=[CH:12][CH:13]=2)=[CH:6][CH:7]=1)=[O:29])([CH3:34])([CH3:32])[CH3:33], predict the reactants needed to synthesize it. The reactants are: [OH:1][C:2]1[CH:7]=[CH:6][C:5]([C:8]2[CH:13]=[CH:12][C:11]([C:14]([O:16]CC=C)=[O:15])=[CH:10][CH:9]=2)=[CH:4][CH:3]=1.Br[CH2:21][C:22]1[C:27]([C:28]([O:30][C:31]([CH3:34])([CH3:33])[CH3:32])=[O:29])=[C:26]([O:35]C(OC(C)(C)C)=O)[C:25]([C:43]([F:46])([F:45])[F:44])=[CH:24][CH:23]=1.